From a dataset of Full USPTO retrosynthesis dataset with 1.9M reactions from patents (1976-2016). Predict the reactants needed to synthesize the given product. (1) Given the product [F:33][C:30]1[CH:31]=[CH:32][C:27]([C:16]2[O:15][C:14]([CH:11]3[CH2:10][CH2:9][NH:8][CH2:13][CH2:12]3)=[N:18][C:17]=2[C:19]2[CH:20]=[CH:21][C:22]([O:25][CH3:26])=[CH:23][CH:24]=2)=[CH:28][CH:29]=1, predict the reactants needed to synthesize it. The reactants are: C(OC([N:8]1[CH2:13][CH2:12][CH:11]([C:14]2[O:15][C:16]([C:27]3[CH:32]=[CH:31][C:30]([F:33])=[CH:29][CH:28]=3)=[C:17]([C:19]3[CH:24]=[CH:23][C:22]([O:25][CH3:26])=[CH:21][CH:20]=3)[N:18]=2)[CH2:10][CH2:9]1)=O)(C)(C)C.FC(F)(F)C(O)=O. (2) Given the product [CH3:20][O:21][C:22]1[CH:30]=[CH:29][C:25]([C:26]([C:10]2[C:11]3[CH:17]=[CH:16][C:15]([O:18][CH3:19])=[CH:14][C:12]=3[S:13][C:9]=2[C:6]2[CH:7]=[CH:8][C:3]([O:2][CH3:1])=[CH:4][CH:5]=2)=[O:27])=[CH:24][CH:23]=1, predict the reactants needed to synthesize it. The reactants are: [CH3:1][O:2][C:3]1[CH:8]=[CH:7][C:6]([C:9]2[S:13][C:12]3[CH:14]=[C:15]([O:18][CH3:19])[CH:16]=[CH:17][C:11]=3[CH:10]=2)=[CH:5][CH:4]=1.[CH3:20][O:21][C:22]1[CH:30]=[CH:29][C:25]([C:26](Cl)=[O:27])=[CH:24][CH:23]=1.[Al+3].[Cl-].[Cl-].[Cl-].O. (3) Given the product [Br:1][C:10]1[CH:9]=[C:8]([C:11]2[CH:12]=[CH:13][N:14]=[CH:15][CH:16]=2)[CH:7]=[CH:6][C:5]=1[O:4][CH3:3], predict the reactants needed to synthesize it. The reactants are: [Br:1]Br.[CH3:3][O:4][C:5]1[CH:10]=[CH:9][C:8]([C:11]2[CH:16]=[CH:15][N:14]=[CH:13][CH:12]=2)=[CH:7][CH:6]=1. (4) Given the product [CH3:1][N:2]1[CH:10]2[CH:5]([CH2:6][NH:7][CH2:8][CH2:9]2)[CH2:4][CH2:3]1, predict the reactants needed to synthesize it. The reactants are: [CH3:1][N:2]1[CH:10]2[CH:5]([CH2:6][N:7](C(OCC3C=CC=CC=3)=O)[CH2:8][CH2:9]2)[CH2:4][CH2:3]1.[H][H]. (5) The reactants are: [CH3:1][O:2][C:3]([NH:5][C@@H:6]([CH:54]([CH3:56])[CH3:55])[C:7]([N:9]1[CH2:13][CH2:12][CH2:11][C@H:10]1[C:14]1[NH:18][C:17]2[C:19]3[C:24]([CH:25]=[CH:26][C:16]=2[N:15]=1)=[CH:23][C:22]([C:27]1[CH:28]=[C:29]2[C:34](=[CH:35][CH:36]=1)[CH:33]=[C:32]([C:37]1[NH:41][C:40]([C@@H:42]4[CH2:46][CH2:45][CH2:44][N:43]4[C:47]([O:49]C(C)(C)C)=O)=[N:39][CH:38]=1)[CH:31]=[CH:30]2)=[CH:21][CH:20]=3)=[O:8])=[O:4].Cl.[CH3:58][O:59][C:60]([NH:62][C@H:63]([C:67]1[CH:72]=[CH:71][CH:70]=[CH:69][CH:68]=1)C(O)=O)=[O:61].CCOC(C(C#N)=NOC(N1CCOCC1)=[N+](C)C)=O.F[P-](F)(F)(F)(F)F.CCN(C(C)C)C(C)C. Given the product [CH3:58][O:59][C:60]([NH:62][C@H:63]([C:67]1[CH:72]=[CH:71][CH:70]=[CH:69][CH:68]=1)[C:47]([N:43]1[CH2:44][CH2:45][CH2:46][C@H:42]1[C:40]1[NH:41][C:37]([C:32]2[CH:33]=[C:34]3[C:29](=[CH:30][CH:31]=2)[CH:28]=[C:27]([C:22]2[CH:23]=[C:24]4[C:19](=[CH:20][CH:21]=2)[C:17]2[NH:18][C:14]([C@@H:10]5[CH2:11][CH2:12][CH2:13][N:9]5[C:7](=[O:8])[C@@H:6]([NH:5][C:3](=[O:4])[O:2][CH3:1])[CH:54]([CH3:55])[CH3:56])=[N:15][C:16]=2[CH:26]=[CH:25]4)[CH:36]=[CH:35]3)=[CH:38][N:39]=1)=[O:49])=[O:61], predict the reactants needed to synthesize it. (6) Given the product [Br:32][C@@H:14]([O:43][C:42]1[CH:4]=[CH:3][C:2]([F:1])=[CH:12][CH:11]=1)[CH2:13][CH3:18], predict the reactants needed to synthesize it. The reactants are: [F:1][C:2]1[CH:12]=[CH:11]C(O[C@H](C)CO)=[CH:4][CH:3]=1.[C:13]1(P(C2C=CC=CC=2)C2C=CC=CC=2)[CH:18]=CC=C[CH:14]=1.[Br:32]Br.C(OCC)(=O)C.CN(C)[CH:42]=[O:43]. (7) The reactants are: [Cl:1][C:2]1[CH:3]=[C:4]([C:8]2[C:12]([CH2:13][O:14][C:15]3[CH:23]=[CH:22][C:18]([C:19]([OH:21])=O)=[CH:17][N:16]=3)=[C:11]([CH3:24])[O:10][N:9]=2)[CH:5]=[CH:6][CH:7]=1.F[B-](F)(F)F.N1(OC(N(C)C)=[N+](C)C)C2C=CC=CC=2N=N1.C(N(CC)C(C)C)(C)C.[F:56][C:57]([F:61])([F:60])[CH2:58][NH2:59]. Given the product [Cl:1][C:2]1[CH:3]=[C:4]([C:8]2[C:12]([CH2:13][O:14][C:15]3[CH:23]=[CH:22][C:18]([C:19]([NH:59][CH2:58][C:57]([F:61])([F:60])[F:56])=[O:21])=[CH:17][N:16]=3)=[C:11]([CH3:24])[O:10][N:9]=2)[CH:5]=[CH:6][CH:7]=1, predict the reactants needed to synthesize it. (8) Given the product [Cl:32][C:33]1[CH:47]=[CH:46][C:36]([O:37][C:38]2[CH:45]=[CH:44][C:41]([CH2:42][NH:43][C:4](=[O:6])[C:3]3[CH:7]=[CH:8][CH:9]=[N:10][C:2]=3[NH2:1])=[CH:40][CH:39]=2)=[CH:35][CH:34]=1, predict the reactants needed to synthesize it. The reactants are: [NH2:1][C:2]1[N:10]=[CH:9][CH:8]=[CH:7][C:3]=1[C:4]([OH:6])=O.ON1C2C=CC=CC=2N=N1.CCN=C=NCCCN(C)C.[Cl:32][C:33]1[CH:47]=[CH:46][C:36]([O:37][C:38]2[CH:45]=[CH:44][C:41]([CH2:42][NH2:43])=[CH:40][CH:39]=2)=[CH:35][CH:34]=1.C(=O)(O)[O-].[Na+].